This data is from Reaction yield outcomes from USPTO patents with 853,638 reactions. The task is: Predict the reaction yield, written as a fraction of the theoretical maximum amount of product (1.0 means a 100% yield; for example, 0.34 means a 34% yield). (1) The reactants are O[C:2]1[N:9]=[C:8]([CH3:10])[CH:7]=[C:6]([C:11]([F:14])([F:13])[F:12])[C:3]=1[C:4]#[N:5].P(Cl)(Cl)([Cl:17])=O. No catalyst specified. The product is [Cl:17][C:2]1[N:9]=[C:8]([CH3:10])[CH:7]=[C:6]([C:11]([F:14])([F:13])[F:12])[C:3]=1[C:4]#[N:5]. The yield is 0.900. (2) The reactants are Cl.ClC1C=C(C2CC3(CCNCC3)C2)C=CC=1Cl.C1(OC(=O)NC2ON=C(C)C=2C)C=CC=CC=1.[Cl:36][C:37]1[CH:38]=[C:39]([C:44]2[CH2:47][C:46]3([CH2:52][CH2:51][N:50]([C:53]([NH:55][C:56]4[O:60][N:59]=[C:58]([CH3:61])[C:57]=4[CH3:62])=[O:54])[CH2:49][CH2:48]3)[CH:45]=2)[CH:40]=[CH:41][C:42]=1[Cl:43]. No catalyst specified. The product is [Cl:36][C:37]1[CH:38]=[C:39]([CH:44]2[CH2:47][C:46]3([CH2:48][CH2:49][N:50]([C:53]([NH:55][C:56]4[O:60][N:59]=[C:58]([CH3:61])[C:57]=4[CH3:62])=[O:54])[CH2:51][CH2:52]3)[CH2:45]2)[CH:40]=[CH:41][C:42]=1[Cl:43]. The yield is 0.130. (3) The reactants are [CH2:1]([C@H:5]1[C:10](=[O:11])[NH:9][C@@H:8]([C:12]2[O:16][CH:15]=[N:14][CH:13]=2)[CH2:7][N:6]1[C:17]([O:19]C(C)(C)C)=O)[CH:2]([CH3:4])[CH3:3].[F:24][C:25]1[CH:30]=[CH:29][C:28]([C:31]2[CH:35]=[C:34](C(O)=O)[O:33][N:32]=2)=[CH:27][CH:26]=1.FC1C=CC(C2ON=C(C(N3C[C@H](C4OC=NC=4)NC(=O)[C@@H]3CC(C)C)=O)C=2)=CC=1. No catalyst specified. The product is [F:24][C:25]1[CH:26]=[CH:27][C:28]([C:31]2[CH:35]=[C:34]([C:17]([N:6]3[CH2:7][C@H:8]([C:12]4[O:16][CH:15]=[N:14][CH:13]=4)[NH:9][C:10](=[O:11])[C@@H:5]3[CH2:1][CH:2]([CH3:3])[CH3:4])=[O:19])[O:33][N:32]=2)=[CH:29][CH:30]=1. The yield is 0.680. (4) The reactants are C1([O:7][C:8](=O)[NH:9][CH2:10][C:11]#[C:12][C:13]2[CH:14]=[C:15]3[C:20](=[CH:21][CH:22]=2)[N:19]=[CH:18][N:17]=[C:16]3[NH:23][C:24]2[CH:29]=[CH:28][C:27]([O:30][C:31]3[CH:32]=[N:33][C:34]([CH3:37])=[CH:35][CH:36]=3)=[C:26]([Cl:38])[CH:25]=2)C=CC=CC=1.[CH3:40][NH2:41]. The catalyst is CS(C)=O. The product is [Cl:38][C:26]1[CH:25]=[C:24]([NH:23][C:16]2[C:15]3[C:20](=[CH:21][CH:22]=[C:13]([C:12]#[C:11][CH2:10][NH:9][C:8]([NH:41][CH3:40])=[O:7])[CH:14]=3)[N:19]=[CH:18][N:17]=2)[CH:29]=[CH:28][C:27]=1[O:30][C:31]1[CH:32]=[N:33][C:34]([CH3:37])=[CH:35][CH:36]=1. The yield is 0.900. (5) The reactants are [OH:1][C:2]1[CH:3]=[CH:4][C:5]([O:10][CH3:11])=[C:6]([CH:9]=1)[CH:7]=[O:8].Cl.Cl[CH2:14][C:15]1[C:16]([C:21]2[N:25]([CH:26]([CH3:28])[CH3:27])[N:24]=[CH:23][CH:22]=2)=[N:17][CH:18]=[CH:19][CH:20]=1.C([O-])([O-])=O.[K+].[K+]. The catalyst is CN(C=O)C. The product is [CH:26]([N:25]1[C:21]([C:16]2[C:15]([CH2:14][O:1][C:2]3[CH:3]=[CH:4][C:5]([O:10][CH3:11])=[C:6]([CH:9]=3)[CH:7]=[O:8])=[CH:20][CH:19]=[CH:18][N:17]=2)=[CH:22][CH:23]=[N:24]1)([CH3:28])[CH3:27]. The yield is 0.650. (6) The reactants are C([O:5][C:6](=[O:37])[C:7]([CH3:36])([O:9][C:10]1[CH:35]=[CH:34][C:13]([C:14]([O:16][CH2:17][C:18]2[N:19]=[N:20][N:21]([CH2:23][C:24]3[CH:29]=[CH:28][C:27]([C:30]([F:33])([F:32])[F:31])=[CH:26][CH:25]=3)[CH:22]=2)=[O:15])=[CH:12][CH:11]=1)[CH3:8])(C)(C)C.Cl. The catalyst is O1CCOCC1. The product is [CH3:36][C:7]([O:9][C:10]1[CH:35]=[CH:34][C:13]([C:14]([O:16][CH2:17][C:18]2[N:19]=[N:20][N:21]([CH2:23][C:24]3[CH:25]=[CH:26][C:27]([C:30]([F:32])([F:33])[F:31])=[CH:28][CH:29]=3)[CH:22]=2)=[O:15])=[CH:12][CH:11]=1)([CH3:8])[C:6]([OH:37])=[O:5]. The yield is 0.920.